This data is from Reaction yield outcomes from USPTO patents with 853,638 reactions. The task is: Predict the reaction yield, written as a fraction of the theoretical maximum amount of product (1.0 means a 100% yield; for example, 0.34 means a 34% yield). (1) The reactants are Cl.[CH:2]1([NH:7][C:8]([NH2:10])=[NH:9])[CH2:6][CH2:5][CH2:4][CH2:3]1.[O-]CC.[Na+].[F:15][C:16]1[CH:21]=[CH:20][C:19]([C:22]2[C:34]([C:35](=O)[C:36]#[CH:37])=[C:25]3[CH:26]=[CH:27][C:28]([C:30]([F:33])([F:32])[F:31])=[CH:29][N:24]3[N:23]=2)=[CH:18][CH:17]=1. The catalyst is C(O)C.O. The product is [CH:2]1([NH:7][C:8]2[N:10]=[C:35]([C:34]3[C:22]([C:19]4[CH:18]=[CH:17][C:16]([F:15])=[CH:21][CH:20]=4)=[N:23][N:24]4[CH:29]=[C:28]([C:30]([F:32])([F:31])[F:33])[CH:27]=[CH:26][C:25]=34)[CH:36]=[CH:37][N:9]=2)[CH2:6][CH2:5][CH2:4][CH2:3]1. The yield is 0.980. (2) The reactants are N[C:2]1[NH:7][C:6](=[O:8])[C:5]2=[C:9]([Br:22])[N:10]=[C:11]([C@H:12]3[CH2:17][CH2:16][C@H:15]([C:18]([O:20][CH3:21])=[O:19])[CH2:14][CH2:13]3)[N:4]2[N:3]=1.C1COCC1.N(OC(C)(C)C)=O.C. The catalyst is O. The yield is 0.820. The product is [CH3:21][O:20][C:18]([C@H:15]1[CH2:14][CH2:13][C@H:12]([C:11]2[N:4]3[C:5]([C:6](=[O:8])[NH:7][CH:2]=[N:3]3)=[C:9]([Br:22])[N:10]=2)[CH2:17][CH2:16]1)=[O:19]. (3) The reactants are [F:1][C:2]1[CH:3]=[C:4]([C:8]([C:13]2[NH:21][C:16]3=[N:17][CH:18]=[CH:19][CH:20]=[C:15]3[CH:14]=2)=[CH:9][CH:10]([CH3:12])[CH3:11])[CH:5]=[CH:6][CH:7]=1. The catalyst is CO.[Pd]. The product is [F:1][C:2]1[CH:3]=[C:4]([CH:8]([C:13]2[NH:21][C:16]3=[N:17][CH:18]=[CH:19][CH:20]=[C:15]3[CH:14]=2)[CH2:9][CH:10]([CH3:12])[CH3:11])[CH:5]=[CH:6][CH:7]=1. The yield is 0.990.